This data is from Forward reaction prediction with 1.9M reactions from USPTO patents (1976-2016). The task is: Predict the product of the given reaction. (1) Given the reactants [CH3:1][O:2][C:3]1[CH:8]=[CH:7][C:6](/[N:9]=[CH:10]\[C:11]([O:13][CH2:14][CH3:15])=[O:12])=[CH:5][CH:4]=1.Br[CH2:17][CH:18]=[C:19]([CH3:21])[CH3:20].[Si](Cl)(C)(C)C.[NH4+].[Cl-], predict the reaction product. The product is: [CH3:1][O:2][C:3]1[CH:4]=[CH:5][C:6]([NH:9][CH:10]([C:19]([CH3:21])([CH3:20])[CH:18]=[CH2:17])[C:11]([O:13][CH2:14][CH3:15])=[O:12])=[CH:7][CH:8]=1. (2) Given the reactants [C:1]([CH:3]1[CH2:8][CH2:7][N:6]([C:9]([C@H:11]([NH:16][C:17]([C:19]2[C:27]3[C:22](=[N:23][CH:24]=[C:25]([C:28]4[S:32][C:31]([Cl:33])=[N:30][CH:29]=4)[N:26]=3)[N:21](COCC[Si](C)(C)C)[CH:20]=2)=[O:18])[C:12]([CH3:15])([CH3:14])[CH3:13])=[O:10])[CH2:5][CH2:4]1)#[N:2].FC(F)(F)C(O)=O.C([O-])(=O)C.[Na+].O, predict the reaction product. The product is: [C:1]([CH:3]1[CH2:4][CH2:5][N:6]([C:9]([C@H:11]([NH:16][C:17]([C:19]2[C:27]3[C:22](=[N:23][CH:24]=[C:25]([C:28]4[S:32][C:31]([Cl:33])=[N:30][CH:29]=4)[N:26]=3)[NH:21][CH:20]=2)=[O:18])[C:12]([CH3:15])([CH3:14])[CH3:13])=[O:10])[CH2:7][CH2:8]1)#[N:2]. (3) Given the reactants [Cl:1][C:2]1[CH:3]=[CH:4][C:5]([CH2:11][O:12][C:13]2[CH:18]=[C:17]([F:19])[CH:16]=[C:15]([F:20])[CH:14]=2)=[C:6]([CH:10]=1)[C:7]([OH:9])=O.Cl.[NH2:22][C@H:23]([C:25]1[CH:34]=[CH:33][C:28]([C:29]([O:31][CH3:32])=[O:30])=[CH:27][CH:26]=1)[CH3:24], predict the reaction product. The product is: [Cl:1][C:2]1[CH:3]=[CH:4][C:5]([CH2:11][O:12][C:13]2[CH:18]=[C:17]([F:19])[CH:16]=[C:15]([F:20])[CH:14]=2)=[C:6]([CH:10]=1)[C:7]([NH:22][C@H:23]([C:25]1[CH:34]=[CH:33][C:28]([C:29]([O:31][CH3:32])=[O:30])=[CH:27][CH:26]=1)[CH3:24])=[O:9]. (4) Given the reactants [C:1]([CH2:4][CH:5]([C:7]1[CH:17]=[CH:16][C:10]([C:11]([O:13][CH2:14][CH3:15])=[O:12])=[CH:9][CH:8]=1)[CH3:6])([OH:3])=O.C(Cl)(=O)C(Cl)=O.[C:24]1([C@@H:30]([CH2:32][OH:33])[NH2:31])[CH:29]=[CH:28][CH:27]=[CH:26][CH:25]=1.C(N(CC)CC)C.Cl, predict the reaction product. The product is: [OH:33][CH2:32][C@@H:30]([NH:31][C:1]([CH2:4][CH:5]([C:7]1[CH:17]=[CH:16][C:10]([C:11]([O:13][CH2:14][CH3:15])=[O:12])=[CH:9][CH:8]=1)[CH3:6])=[O:3])[C:24]1[CH:29]=[CH:28][CH:27]=[CH:26][CH:25]=1. (5) Given the reactants [CH3:1][O:2][C:3]1[CH:4]=[C:5]([CH:16]=[CH:17][C:18]=1[O:19][CH2:20][C:21]1[N:22]=[C:23]([C:27]2[CH:32]=[CH:31][CH:30]=[CH:29][CH:28]=2)[O:24][C:25]=1[CH3:26])[CH2:6][O:7][C:8]1[N:15]=[CH:14][CH:13]=[CH:12][C:9]=1[C:10]#N.C1(C)C=CC=CC=1.[H-].C([Al+]CC(C)C)C(C)C.[Cl-].[NH4+].C(OCC)(=[O:54])C, predict the reaction product. The product is: [CH3:1][O:2][C:3]1[CH:4]=[C:5]([CH:16]=[CH:17][C:18]=1[O:19][CH2:20][C:21]1[N:22]=[C:23]([C:27]2[CH:28]=[CH:29][CH:30]=[CH:31][CH:32]=2)[O:24][C:25]=1[CH3:26])[CH2:6][O:7][C:8]1[N:15]=[CH:14][CH:13]=[CH:12][C:9]=1[CH:10]=[O:54].